From a dataset of Reaction yield outcomes from USPTO patents with 853,638 reactions. Predict the reaction yield, written as a fraction of the theoretical maximum amount of product (1.0 means a 100% yield; for example, 0.34 means a 34% yield). (1) The reactants are C[O:2][C:3](=O)[C:4]1[CH:9]=[CH:8][C:7]([CH2:10][N:11]2[CH:16]=[CH:15][C:14]([O:17][CH2:18][C:19]3[CH:24]=[CH:23][C:22]([F:25])=[CH:21][C:20]=3[F:26])=[C:13]([Cl:27])[C:12]2=[O:28])=[CH:6][CH:5]=1.[NH3:30]. The catalyst is CO. The product is [Cl:27][C:13]1[C:12](=[O:28])[N:11]([CH2:10][C:7]2[CH:8]=[CH:9][C:4]([C:3]([NH2:30])=[O:2])=[CH:5][CH:6]=2)[CH:16]=[CH:15][C:14]=1[O:17][CH2:18][C:19]1[CH:24]=[CH:23][C:22]([F:25])=[CH:21][C:20]=1[F:26]. The yield is 0.600. (2) The reactants are [Br:1][C:2]1[CH:10]=[C:9]2[C:5]([CH2:6][C:7](=[O:11])[NH:8]2)=[CH:4][C:3]=1[C:12]([OH:14])=O.CN.Cl.[CH3:18][N:19](C)CCCN=C=NCC.CN(C1C=CC=CN=1)C.Cl. The catalyst is CN(C)C=O.O1CCCC1. The product is [CH3:18][NH:19][C:12]([C:3]1[CH:4]=[C:5]2[C:9](=[CH:10][C:2]=1[Br:1])[NH:8][C:7](=[O:11])[CH2:6]2)=[O:14]. The yield is 0.260. (3) The catalyst is CCOC(C)=O.ClCCl. The product is [CH3:25][O:26][CH2:27][O:1][C:2]1[CH:3]=[CH:4][C:5]([C:8]2[CH:13]=[CH:12][CH:11]=[CH:10][CH:9]=2)=[CH:6][CH:7]=1. The yield is 0.180. The reactants are [OH:1][C:2]1[CH:7]=[CH:6][C:5]([C:8]2[CH:13]=[CH:12][CH:11]=[CH:10][CH:9]=2)=[CH:4][CH:3]=1.C1(C)C(S(O)(=O)=O)=CC=CC=1.[CH3:25][O:26][C:27](OC)(C)C.C([O-])(O)=O.[Na+].[OH-].[Na+]. (4) The reactants are [CH3:1][N:2]1[C:6]([C:7]2[CH:8]=[C:9]([C:15]([O:17][CH3:18])=[O:16])[S:10][C:11]=2[CH2:12][CH2:13][CH3:14])=[CH:5][CH:4]=[N:3]1.[Br:19]N1C(=O)CCC1=O. The catalyst is O1CCCC1. The product is [Br:19][C:5]1[CH:4]=[N:3][N:2]([CH3:1])[C:6]=1[C:7]1[CH:8]=[C:9]([C:15]([O:17][CH3:18])=[O:16])[S:10][C:11]=1[CH2:12][CH2:13][CH3:14]. The yield is 0.500. (5) The reactants are C([O:8][C:9]1[CH:14]=[CH:13][C:12]([S:15]([NH:18][C@@H:19]2[CH2:23][CH2:22][CH2:21][C@:20]2([F:28])[C:24]([O:26][CH3:27])=[O:25])(=[O:17])=[O:16])=[CH:11][CH:10]=1)C1C=CC=CC=1. The catalyst is CCOC(C)=O.C(Cl)Cl.CO.[Pd]. The product is [F:28][C@:20]1([C:24]([O:26][CH3:27])=[O:25])[CH2:21][CH2:22][CH2:23][C@H:19]1[NH:18][S:15]([C:12]1[CH:13]=[CH:14][C:9]([OH:8])=[CH:10][CH:11]=1)(=[O:16])=[O:17]. The yield is 0.970. (6) The reactants are [N+:1]([C:4]1[CH:5]=[C:6]([C:10]2[CH2:11][CH2:12][N:13]([CH2:16][CH2:17][CH2:18][NH:19]C(=O)OC(C)(C)C)[CH2:14][CH:15]=2)[CH:7]=[CH:8][CH:9]=1)([O-:3])=[O:2].Cl. The catalyst is O1CCOCC1. The product is [N+:1]([C:4]1[CH:5]=[C:6]([C:10]2[CH2:15][CH2:14][N:13]([CH2:16][CH2:17][CH2:18][NH2:19])[CH2:12][CH:11]=2)[CH:7]=[CH:8][CH:9]=1)([O-:3])=[O:2]. The yield is 0.970.